This data is from Full USPTO retrosynthesis dataset with 1.9M reactions from patents (1976-2016). The task is: Predict the reactants needed to synthesize the given product. The reactants are: [Cl:1][C:2]1[CH:3]=[C:4]([CH:18]=[CH:19][C:20]=1[CH:21]([CH3:37])[C:22]([C:28]1[CH:33]=[C:32]([CH3:34])[C:31](=[O:35])[N:30]([CH3:36])[CH:29]=1)([OH:27])[C:23]([F:26])([F:25])[F:24])[O:5][C:6]1[CH:13]=[CH:12][C:9]([CH:10]=[O:11])=[C:8]([C:14]([F:17])([F:16])[F:15])[CH:7]=1.Cl([O-])=[O:39].[Na+].Cl. Given the product [Cl:1][C:2]1[CH:3]=[C:4]([CH:18]=[CH:19][C:20]=1[CH:21]([CH3:37])[C:22]([C:28]1[CH:33]=[C:32]([CH3:34])[C:31](=[O:35])[N:30]([CH3:36])[CH:29]=1)([OH:27])[C:23]([F:25])([F:26])[F:24])[O:5][C:6]1[CH:13]=[CH:12][C:9]([C:10]([OH:39])=[O:11])=[C:8]([C:14]([F:17])([F:15])[F:16])[CH:7]=1, predict the reactants needed to synthesize it.